Dataset: Full USPTO retrosynthesis dataset with 1.9M reactions from patents (1976-2016). Task: Predict the reactants needed to synthesize the given product. (1) Given the product [N:1]([C:4]1[CH:12]=[C:11]([F:13])[C:10]([F:14])=[CH:9][C:5]=1[C:6]([NH:20][C:19]1[CH:21]=[CH:22][C:16]([Cl:15])=[CH:17][CH:18]=1)=[O:8])=[N+:2]=[N-:3], predict the reactants needed to synthesize it. The reactants are: [N:1]([C:4]1[CH:12]=[C:11]([F:13])[C:10]([F:14])=[CH:9][C:5]=1[C:6]([OH:8])=O)=[N+:2]=[N-:3].[Cl:15][C:16]1[CH:22]=[CH:21][C:19]([NH2:20])=[CH:18][CH:17]=1. (2) The reactants are: [H-].[Na+].[C:3]([O:7][C:8](=[O:28])[CH2:9][O:10][C:11]1[CH:16]=[CH:15][CH:14]=[C:13]([CH2:17][NH:18][S:19]([C:22]2[CH:23]=[N:24][CH:25]=[CH:26][CH:27]=2)(=[O:21])=[O:20])[CH:12]=1)([CH3:6])([CH3:5])[CH3:4].[CH2:29]([O:31][C:32](=[O:44])[C:33]([C:36]1[CH:41]=[CH:40][C:39]([CH2:42]Br)=[CH:38][CH:37]=1)([CH3:35])[CH3:34])[CH3:30].O. Given the product [CH2:29]([O:31][C:32](=[O:44])[C:33]([C:36]1[CH:41]=[CH:40][C:39]([CH2:42][N:18]([CH2:17][C:13]2[CH:14]=[CH:15][CH:16]=[C:11]([O:10][CH2:9][C:8]([O:7][C:3]([CH3:6])([CH3:4])[CH3:5])=[O:28])[CH:12]=2)[S:19]([C:22]2[CH:23]=[N:24][CH:25]=[CH:26][CH:27]=2)(=[O:21])=[O:20])=[CH:38][CH:37]=1)([CH3:34])[CH3:35])[CH3:30], predict the reactants needed to synthesize it. (3) The reactants are: [OH:1][C:2]1[CH:9]=[C:8]([O:10][CH3:11])[CH:7]=[CH:6][C:3]=1[CH:4]=O.[N+:12]([CH3:15])([O-:14])=[O:13].C([O-])(=O)C.[NH4+]. Given the product [CH3:11][O:10][C:8]1[CH:7]=[CH:6][C:3](/[CH:4]=[CH:15]/[N+:12]([O-:14])=[O:13])=[C:2]([OH:1])[CH:9]=1, predict the reactants needed to synthesize it. (4) Given the product [NH2:1][C:2]1[C:7]2[C:8](=[O:30])[N:9]([C:14]3[CH:19]=[CH:18][C:17]([B:36]4[O:40][C:39]([CH3:42])([CH3:41])[C:38]([CH3:44])([CH3:43])[O:37]4)=[CH:16][CH:15]=3)[CH2:10][CH2:11][O:12][C:6]=2[N:5]=[CH:4][N:3]=1, predict the reactants needed to synthesize it. The reactants are: [NH2:1][C:2]1[C:7]2[C:8](=[O:30])[N:9]([C:14]3[CH:19]=[CH:18][C:17](C4C(C#N)=CC=CC=4Cl)=[C:16](F)[CH:15]=3)[CH2:10][C@@H:11](C)[O:12][C:6]=2[N:5]=[CH:4][N:3]=1.C([O-])(=O)C.[K+].[B:36]1([B:36]2[O:40][C:39]([CH3:42])([CH3:41])[C:38]([CH3:44])([CH3:43])[O:37]2)[O:40][C:39]([CH3:42])([CH3:41])[C:38]([CH3:44])([CH3:43])[O:37]1. (5) Given the product [O:1]1[CH2:5][CH2:4][C:3]2[CH:6]=[C:7]([C:10]3[C:18]4[C:13](=[CH:14][CH:15]=[C:16]([C:19]([NH2:20])=[O:21])[CH:17]=4)[NH:12][N:11]=3)[CH:8]=[CH:9][C:2]1=2, predict the reactants needed to synthesize it. The reactants are: [O:1]1[CH2:5][CH2:4][C:3]2[CH:6]=[C:7]([C:10]3[C:18]4[C:13](=[CH:14][CH:15]=[C:16]([C:19]#[N:20])[CH:17]=4)[NH:12][N:11]=3)[CH:8]=[CH:9][C:2]1=2.[OH:21]O.[OH-].[Na+].Cl.